From a dataset of Retrosynthesis with 50K atom-mapped reactions and 10 reaction types from USPTO. Predict the reactants needed to synthesize the given product. (1) Given the product CS(=O)(=O)C1CCN(c2ncccc2-c2nc3cc(Cl)c(Cl)cc3[nH]2)CC1, predict the reactants needed to synthesize it. The reactants are: CS(=O)(=O)C1CCNCC1.Clc1cc2nc(-c3cccnc3Cl)[nH]c2cc1Cl. (2) Given the product Cc1nc(NCCNC(=O)OC(C)(C)C)sc1C, predict the reactants needed to synthesize it. The reactants are: CC(=O)C(C)Br.CC(C)(C)OC(=O)NCCNC(N)=S.